From a dataset of Forward reaction prediction with 1.9M reactions from USPTO patents (1976-2016). Predict the product of the given reaction. (1) Given the reactants C([N:9]1[C:18]2[C:13](=[CH:14][C:15]([CH3:19])=[CH:16][CH:17]=2)[CH:12]=[CH:11]C1C#N)(=O)C1C=CC=CC=1.O.[CH3:23][C:24]([OH:26])=[O:25], predict the reaction product. The product is: [CH3:19][C:15]1[CH:14]=[C:13]2[C:18](=[CH:17][CH:16]=1)[N:9]=[C:23]([C:24]([OH:26])=[O:25])[CH:11]=[CH:12]2. (2) Given the reactants C([O:3][C:4](=[O:32])[CH2:5][S:6][C:7]1[S:11][C:10]([NH:12][C:13]([N:15](CC2CCCC2)[C:16]2[CH:21]=[CH:20][C:19]([C:22]([F:25])([F:24])[F:23])=[CH:18][CH:17]=2)=[O:14])=[N:9][CH:8]=1)C.[CH:33]1(CN(C2C=CC(S(C)(=O)=O)=CC=2)C(=O)NC2SC=C(CC(O)=O)N=2)[CH2:37][CH2:36][CH2:35][CH2:34]1.[CH:62]1(CNC2C=CC(C(F)(F)F)=CC=2)CCCC1.C(OC(=O)CSC1SC(N)=NC=1)C, predict the reaction product. The product is: [CH:33]1([N:15]([C:16]2[CH:17]=[CH:18][C:19]([C:22]([F:23])([F:25])[F:24])=[CH:20][CH:21]=2)[C:13](=[O:14])[N:12]([CH3:62])[C:10]2[S:11][C:7]([S:6][CH2:5][C:4]([OH:3])=[O:32])=[CH:8][N:9]=2)[CH2:37][CH2:36][CH2:35][CH2:34]1. (3) Given the reactants Cl.[F:2][C:3]1[CH:17]=[CH:16][C:6]2[C:7]([CH:10]3[CH2:15][CH2:14][NH:13][CH2:12][CH2:11]3)=[N:8][O:9][C:5]=2[CH:4]=1.Cl.Cl[CH2:20][CH2:21][C:22]1[C:27](=[O:28])[N:26]2[CH2:29][CH2:30][CH2:31][CH2:32][C:25]2=[N:24][C:23]=1[CH3:33].C(=O)([O-])[O-].[Na+].[Na+], predict the reaction product. The product is: [CH3:33][C:23]1[N:24]=[C:25]2[N:26]([CH2:29][CH2:30][CH2:31][CH2:32]2)[C:27](=[O:28])[C:22]=1[CH2:21][CH2:20][N:13]1[CH2:12][CH2:11][CH:10]([C:7]2[C:6]3[CH:16]=[CH:17][C:3]([F:2])=[CH:4][C:5]=3[O:9][N:8]=2)[CH2:15][CH2:14]1.